This data is from Catalyst prediction with 721,799 reactions and 888 catalyst types from USPTO. The task is: Predict which catalyst facilitates the given reaction. (1) Reactant: [Si]([O:8][CH2:9][CH2:10][N:11]([CH:37]([CH3:39])[CH3:38])[C:12]([C:14]1[NH:15][C:16]([CH2:29][C:30]2[CH:35]=[CH:34][CH:33]=[CH:32][C:31]=2[Br:36])=[N:17][C:18](=[O:28])[C:19]=1[O:20][CH2:21][C:22]1[CH:27]=[CH:26][CH:25]=[CH:24][CH:23]=1)=[O:13])(C(C)(C)C)(C)C.Cl. Product: [OH:8][CH2:9][CH2:10][N:11]([CH:37]([CH3:39])[CH3:38])[C:12]([C:14]1[NH:15][C:16]([CH2:29][C:30]2[CH:35]=[CH:34][CH:33]=[CH:32][C:31]=2[Br:36])=[N:17][C:18](=[O:28])[C:19]=1[O:20][CH2:21][C:22]1[CH:27]=[CH:26][CH:25]=[CH:24][CH:23]=1)=[O:13]. The catalyst class is: 7. (2) Reactant: [N+:1]([C:4]1[CH:13]=[CH:12][CH:11]=[C:10]2[C:5]=1[C:6]([CH:15]=[CH2:16])=[CH:7][N+:8]([O-])=[CH:9]2)([O-:3])=[O:2].P(Cl)(Cl)([Cl:19])=O.[OH-].[Na+]. Product: [Cl:19][C:9]1[C:10]2[C:5](=[C:4]([N+:1]([O-:3])=[O:2])[CH:13]=[CH:12][CH:11]=2)[C:6]([CH:15]=[CH2:16])=[CH:7][N:8]=1.[Cl:19][C:7]1[N:8]=[CH:9][C:10]2[C:5]([C:6]=1[CH:15]=[CH2:16])=[C:4]([N+:1]([O-:3])=[O:2])[CH:13]=[CH:12][CH:11]=2. The catalyst class is: 22. (3) Reactant: [C:1]([C:3]1[CH:4]=[C:5]([CH:13]([CH2:17][CH:18]2[CH2:22][CH2:21][CH2:20][CH2:19]2)[C:14]([OH:16])=O)[CH:6]=[CH:7][C:8]=1[S:9]([CH3:12])(=[O:11])=[O:10])#[N:2].C(N(CC)CC)C.F[P-](F)(F)(F)(F)F.N1(O[P+](N(C)C)(N(C)C)N(C)C)C2C=CC=CC=2N=N1.[NH2:57][C:58]1[S:59][C:60]2[CH:66]=[CH:65][CH:64]=[CH:63][C:61]=2[N:62]=1. Product: [S:59]1[C:60]2[CH:66]=[CH:65][CH:64]=[CH:63][C:61]=2[N:62]=[C:58]1[NH:57][C:14](=[O:16])[CH:13]([C:5]1[CH:6]=[CH:7][C:8]([S:9]([CH3:12])(=[O:10])=[O:11])=[C:3]([C:1]#[N:2])[CH:4]=1)[CH2:17][CH:18]1[CH2:22][CH2:21][CH2:20][CH2:19]1. The catalyst class is: 2. (4) Reactant: Cl.[NH2:2][OH:3].C([O-])(=O)C.[Na+].[CH3:9][C:10]1([CH3:17])[CH2:15][CH2:14][CH2:13][C:12](=O)[CH2:11]1. Product: [CH3:9][C:10]1([CH3:17])[CH2:15][CH2:14][CH2:13][C:12](=[N:2][OH:3])[CH2:11]1. The catalyst class is: 72. (5) Reactant: [Cl:1][C:2]1[CH:7]=[C:6](Cl)[N:5]=[C:4]([S:9][CH3:10])[N:3]=1.[CH3:11][O:12][C:13]1[CH:14]=[C:15](B(O)O)[CH:16]=[CH:17][C:18]=1[O:19][CH3:20].C([O-])([O-])=O.[Cs+].[Cs+].C(O)(C)C. Product: [Cl:1][C:2]1[CH:7]=[C:6]([C:16]2[CH:15]=[CH:14][C:13]([O:12][CH3:11])=[C:18]([O:19][CH3:20])[CH:17]=2)[N:5]=[C:4]([S:9][CH3:10])[N:3]=1. The catalyst class is: 108. (6) Reactant: [Cl:1][CH2:2][C:3]([C:5]1[CH:10]=[CH:9][CH:8]=[CH:7][CH:6]=1)=[O:4].[F:11][C:12]1[CH:17]=[CH:16][C:15]([CH:18]([N:30]2[CH2:35][CH2:34][CH2:33][CH2:32][CH2:31]2)[C:19]([O:21][C@@H:22]2[CH:27]3[CH2:28][CH2:29][N:24]([CH2:25][CH2:26]3)[CH2:23]2)=[O:20])=[CH:14][CH:13]=1.CCOCC. Product: [Cl-:1].[F:11][C:12]1[CH:17]=[CH:16][C:15]([CH:18]([N:30]2[CH2:31][CH2:32][CH2:33][CH2:34][CH2:35]2)[C:19]([O:21][C@@H:22]2[CH:27]3[CH2:28][CH2:29][N+:24]([CH2:2][C:3](=[O:4])[C:5]4[CH:10]=[CH:9][CH:8]=[CH:7][CH:6]=4)([CH2:25][CH2:26]3)[CH2:23]2)=[O:20])=[CH:14][CH:13]=1. The catalyst class is: 25. (7) Reactant: [F:1][C:2]([F:40])([F:39])[C:3]1[CH:4]=[C:5]([C:13]2([C:35]([F:38])([F:37])[F:36])[CH2:17][CH2:16][N:15]([C:18]3[CH:32]=[CH:31][C:21]([CH2:22][NH:23][C:24](=[O:30])[O:25][C:26]([CH3:29])([CH3:28])[CH3:27])=[C:20]([Cl:33])[CH:19]=3)[C:14]2=[O:34])[CH:6]=[C:7]([C:9]([F:12])([F:11])[F:10])[CH:8]=1.CCCCCC.[H-].C([Al+]CC(C)C)C(C)C.C(O)C.C(=O)=O. Product: [F:40][C:2]([F:1])([F:39])[C:3]1[CH:4]=[C:5]([C:13]2([C:35]([F:36])([F:37])[F:38])[CH2:17][CH2:16][N:15]([C:18]3[CH:32]=[CH:31][C:21]([CH2:22][NH:23][C:24](=[O:30])[O:25][C:26]([CH3:29])([CH3:28])[CH3:27])=[C:20]([Cl:33])[CH:19]=3)[CH:14]2[OH:34])[CH:6]=[C:7]([C:9]([F:10])([F:12])[F:11])[CH:8]=1. The catalyst class is: 96. (8) Reactant: CC1(C)[O:7][CH2:6][CH:5]([NH:8][C:9]2[CH:10]=[C:11]3[C:15](=[CH:16][CH:17]=2)[NH:14][N:13]=[CH:12]3)[CH2:4][O:3]1.Cl. Product: [NH:14]1[C:15]2[C:11](=[CH:10][C:9]([NH:8][CH:5]([CH2:4][OH:3])[CH2:6][OH:7])=[CH:17][CH:16]=2)[CH:12]=[N:13]1. The catalyst class is: 7.